From a dataset of Full USPTO retrosynthesis dataset with 1.9M reactions from patents (1976-2016). Predict the reactants needed to synthesize the given product. (1) Given the product [CH3:1][C:2]1[CH:3]=[C:4]2[C:8](=[CH:9][CH:10]=1)[N:7]([CH2:26][CH2:25][C:20]1[CH:21]=[CH:22][CH:23]=[CH:24][C:19]=1[CH3:18])[C:6]1[CH2:11][C@@H:12]3[NH:17][C@H:16]([C:5]2=1)[CH2:15][CH2:14][CH2:13]3, predict the reactants needed to synthesize it. The reactants are: [CH3:1][C:2]1[CH:3]=[C:4]2[C:8](=[CH:9][CH:10]=1)[NH:7][C:6]1[CH2:11][CH:12]3[NH:17][CH:16]([C:5]2=1)[CH2:15][CH2:14][CH2:13]3.[CH3:18][C:19]1[CH:24]=[CH:23][CH:22]=[CH:21][C:20]=1[CH:25]=[CH2:26]. (2) The reactants are: S(C)C.[CH3:4][O:5][C:6](=[O:34])[C:7]1[CH:12]=[CH:11][C:10]([NH:13][C:14]2[N:15]=[CH:16][C:17]3[N:23]([CH3:24])[C:22](=O)[CH2:21][CH2:20][N:19]([CH:26]4[CH2:30][CH2:29][CH2:28][CH2:27]4)[C:18]=3[N:31]=2)=[C:9]([O:32][CH3:33])[CH:8]=1.Cl. Given the product [CH3:4][O:5][C:6](=[O:34])[C:7]1[CH:12]=[CH:11][C:10]([NH:13][C:14]2[N:15]=[CH:16][C:17]3[N:23]([CH3:24])[CH2:22][CH2:21][CH2:20][N:19]([CH:26]4[CH2:27][CH2:28][CH2:29][CH2:30]4)[C:18]=3[N:31]=2)=[C:9]([O:32][CH3:33])[CH:8]=1, predict the reactants needed to synthesize it. (3) Given the product [OH:1][C@@:2]([C:7]1[CH:12]=[CH:11][CH:10]=[CH:9][CH:8]=1)([CH3:6])[C:3]([NH:13][C@H:14]([C:16]([N:18]1[C:24](=[O:25])[CH:23]([CH3:26])[C:22]2[CH:27]=[CH:28][CH:29]=[CH:30][C:21]=2[C:20]2[C:31]([NH2:35])=[CH:32][CH:33]=[CH:34][C:19]1=2)=[O:17])[CH3:15])=[O:5], predict the reactants needed to synthesize it. The reactants are: [OH:1][C@@:2]([C:7]1[CH:12]=[CH:11][CH:10]=[CH:9][CH:8]=1)([CH3:6])[C:3]([OH:5])=O.[NH2:13][C@H:14]([C:16]([N:18]1[C:24](=[O:25])[CH:23]([CH3:26])[C:22]2[CH:27]=[CH:28][CH:29]=[CH:30][C:21]=2[C:20]2[C:31]([NH2:35])=[CH:32][CH:33]=[CH:34][C:19]1=2)=[O:17])[CH3:15].